Predict the product of the given reaction. From a dataset of Forward reaction prediction with 1.9M reactions from USPTO patents (1976-2016). (1) Given the reactants [C:1]1([Mg]Cl)[CH:6]=[CH:5][CH:4]=[CH:3][CH:2]=1.Br[C:10]1[CH:11]=[N:12][CH:13]=[C:14]([Br:16])[CH:15]=1.[Cl-].[NH4+].[CH2:19]1COCC1, predict the reaction product. The product is: [Br:16][C:14]1[CH:13]=[N:12][CH:11]=[C:10]([CH2:19][C:1]2[CH:6]=[CH:5][CH:4]=[CH:3][CH:2]=2)[CH:15]=1. (2) Given the reactants [CH:1]1([C:7]2[C:12]([CH3:13])=[CH:11][C:10]([S:14]([NH2:17])(=[O:16])=[O:15])=[C:9]([CH3:18])[C:8]=2[S:19]([NH2:22])(=[O:21])=[O:20])[CH2:6][CH2:5][CH2:4][CH2:3][CH2:2]1.[OH-].[Na+].[CH2:25]([CH:27]1O[CH2:28]1)Cl.[CH3:30][CH:31](O)[CH3:32], predict the reaction product. The product is: [CH:27]1([C:11]2[C:10]([S:14]([NH2:17])(=[O:16])=[O:15])=[C:9]([CH3:18])[C:8]([S:19]([NH2:22])(=[O:21])=[O:20])=[C:7]([CH:1]3[CH2:2][CH2:3][CH2:4][CH2:5][CH2:6]3)[C:12]=2[CH3:13])[CH2:28][CH2:32][CH2:31][CH2:30][CH2:25]1. (3) Given the reactants [CH3:1][O:2][C:3]1[CH:10]=[CH:9][C:6]([CH:7]=O)=[CH:5][CH:4]=1.[NH2:11][CH2:12][CH2:13][NH:14][C:15]([O:17][C:18]([CH3:21])([CH3:20])[CH3:19])=[O:16].C(O[BH-](OC(=O)C)OC(=O)C)(=O)C.[Na+].S([O-])([O-])(=O)=O.[Mg+2], predict the reaction product. The product is: [C:18]([O:17][C:15]([NH:14][CH2:13][CH2:12][NH:11][CH2:7][C:6]1[CH:9]=[CH:10][C:3]([O:2][CH3:1])=[CH:4][CH:5]=1)=[O:16])([CH3:21])([CH3:20])[CH3:19].